This data is from Reaction yield outcomes from USPTO patents with 853,638 reactions. The task is: Predict the reaction yield, written as a fraction of the theoretical maximum amount of product (1.0 means a 100% yield; for example, 0.34 means a 34% yield). The reactants are [OH-].[K+].[Br:3][C:4]1[CH:5]=[CH:6][C:7]2[NH:8][C:9]3[C:14]([C:15]=2[CH:16]=1)=[CH:13][C:12]([Br:17])=[CH:11][CH:10]=3.[Br:18][CH2:19][CH2:20][CH2:21]Br. The product is [Br:17][C:12]1[CH:11]=[CH:10][C:9]2[N:8]([CH2:21][CH2:20][CH2:19][Br:18])[C:7]3[C:15]([C:14]=2[CH:13]=1)=[CH:16][C:4]([Br:3])=[CH:5][CH:6]=3. The catalyst is CN(C=O)C.CCOC(C)=O. The yield is 0.286.